Dataset: Peptide-MHC class II binding affinity with 134,281 pairs from IEDB. Task: Regression. Given a peptide amino acid sequence and an MHC pseudo amino acid sequence, predict their binding affinity value. This is MHC class II binding data. (1) The peptide sequence is AYGIPKVPPGPNITA. The MHC is HLA-DQA10401-DQB10402 with pseudo-sequence HLA-DQA10401-DQB10402. The binding affinity (normalized) is 0. (2) The peptide sequence is KLTITGKGTLDGQGK. The MHC is DRB1_1602 with pseudo-sequence DRB1_1602. The binding affinity (normalized) is 0. (3) The peptide sequence is SQTEVKEEGKEELQE. The MHC is DRB1_0301 with pseudo-sequence DRB1_0301. The binding affinity (normalized) is 0.474. (4) The peptide sequence is DQVVMTSLALVGAALK. The MHC is DRB5_0101 with pseudo-sequence DRB5_0101. The binding affinity (normalized) is 0.778. (5) The peptide sequence is EKKYFAATQFMPLAA. The MHC is DRB1_1001 with pseudo-sequence DRB1_1001. The binding affinity (normalized) is 0.789. (6) The peptide sequence is PRSPTVFYNIPPMPLPPSQL. The MHC is DRB1_0301 with pseudo-sequence DRB1_0301. The binding affinity (normalized) is 0.363. (7) The peptide sequence is TGLWPFIRINNLKVK. The MHC is DRB4_0101 with pseudo-sequence DRB4_0103. The binding affinity (normalized) is 0.727.